From a dataset of Full USPTO retrosynthesis dataset with 1.9M reactions from patents (1976-2016). Predict the reactants needed to synthesize the given product. (1) The reactants are: [Cl:1][C:2]1[CH:7]=[CH:6][C:5]([CH2:8][C:9]2[CH:14]=[CH:13][CH:12]=[CH:11][C:10]=2[C:15]2[C:16]([CH2:21][O:22]CC3C=CC(OC)=CC=3)=[N:17][O:18][C:19]=2[CH3:20])=[CH:4][CH:3]=1.C(Cl)Cl.C(C1C(=O)C(Cl)=C(Cl)C(=[O:40])C=1C#N)#N.C([O-])(O)=O.[Na+]. Given the product [Cl:1][C:2]1[CH:7]=[CH:6][C:5]([C:8]([C:9]2[CH:14]=[CH:13][CH:12]=[CH:11][C:10]=2[C:15]2[C:16]([CH2:21][OH:22])=[N:17][O:18][C:19]=2[CH3:20])=[O:40])=[CH:4][CH:3]=1, predict the reactants needed to synthesize it. (2) Given the product [CH3:1][C:2]1[CH:6]=[C:5]([NH:7][C:8]([C:10]2[CH:14]=[CH:13][N:12]([C:25]([C:17]3[O:18][C:19]4[CH:24]=[CH:23][CH:22]=[CH:21][C:20]=4[C:16]=3[CH3:15])=[O:26])[N:11]=2)=[O:9])[O:4][N:3]=1, predict the reactants needed to synthesize it. The reactants are: [CH3:1][C:2]1[CH:6]=[C:5]([NH:7][C:8]([C:10]2[CH:14]=[CH:13][NH:12][N:11]=2)=[O:9])[O:4][N:3]=1.[CH3:15][C:16]1[C:20]2[CH:21]=[CH:22][CH:23]=[CH:24][C:19]=2[O:18][C:17]=1[C:25](Cl)=[O:26]. (3) Given the product [CH3:36][O:35][C:32]1[CH:33]=[CH:34][C:29]([C:24]2[C:25]([CH3:28])=[N:26][N:27]3[CH:22]=[N:4][N:3]=[C:1]3[CH:23]=2)=[CH:30][CH:31]=1, predict the reactants needed to synthesize it. The reactants are: [CH:1]([NH:3][NH2:4])=O.Cl.C(N(CC)CC)C.C1(C)C(C)=CC=CC=1.Cl[C:22]1[N:27]=[N:26][C:25]([CH3:28])=[C:24]([C:29]2[CH:34]=[CH:33][C:32]([O:35][CH3:36])=[CH:31][CH:30]=2)[CH:23]=1. (4) Given the product [NH2:30][C:4]1[N:5]=[C:6]([CH3:29])[C:7]([CH2:8][NH:9][C:10]([C:12]2[N:13]=[N:14][N:15]([CH2:17][C:18]3[CH:19]=[C:20]4[C:25](=[CH:26][CH:27]=3)[N:24]=[C:23]([CH3:28])[CH:22]=[CH:21]4)[CH:16]=2)=[O:11])=[C:2]([CH3:1])[CH:3]=1, predict the reactants needed to synthesize it. The reactants are: [CH3:1][C:2]1[C:7]([CH2:8][NH:9][C:10]([C:12]2[N:13]=[N:14][N:15]([CH2:17][C:18]3[CH:19]=[C:20]4[C:25](=[CH:26][CH:27]=3)[N:24]=[C:23]([CH3:28])[CH:22]=[CH:21]4)[CH:16]=2)=[O:11])=[C:6]([CH3:29])[N:5]=[C:4]([NH:30]C(=O)OC(C)(C)C)[CH:3]=1.C(O)(C(F)(F)F)=O. (5) Given the product [CH3:33][N:31]([CH3:32])[C:24]1[CH:25]=[CH:26][CH:27]=[C:28]([O:29][CH3:30])[C:23]=1[CH2:22][N:19]1[CH2:20][CH2:21][CH:16]([NH:15][C:13]2[C:12]3[C:7](=[CH:8][CH:9]=[CH:10][CH:11]=3)[N:6]=[C:5]([NH:4][CH2:3][CH2:2][NH:1][C:38]([NH:37][CH:34]([CH3:36])[CH3:35])=[O:39])[N:14]=2)[CH2:17][CH2:18]1, predict the reactants needed to synthesize it. The reactants are: [NH2:1][CH2:2][CH2:3][NH:4][C:5]1[N:14]=[C:13]([NH:15][CH:16]2[CH2:21][CH2:20][N:19]([CH2:22][C:23]3[C:28]([O:29][CH3:30])=[CH:27][CH:26]=[CH:25][C:24]=3[N:31]([CH3:33])[CH3:32])[CH2:18][CH2:17]2)[C:12]2[C:7](=[CH:8][CH:9]=[CH:10][CH:11]=2)[N:6]=1.[CH:34]([N:37]=[C:38]=[O:39])([CH3:36])[CH3:35]. (6) Given the product [ClH:24].[C:1]([C:3]1[C:4]([OH:25])=[C:5]([C:13]2[N:23]=[CH:22][CH:21]=[CH:20][C:14]=2[C:15]([O:17][CH2:18][CH3:19])=[O:16])[CH:6]=[CH:7][CH:8]=1)#[N:2], predict the reactants needed to synthesize it. The reactants are: [C:1]([C:3]1[CH:4]=[C:5]([C:13]2[N:23]=[CH:22][CH:21]=[CH:20][C:14]=2[C:15]([O:17][CH2:18][CH3:19])=[O:16])[CH:6]=[CH:7][C:8]=1OCOC)#[N:2].[ClH:24].[O:25]1CCOCC1.